Task: Predict the reactants needed to synthesize the given product.. Dataset: Full USPTO retrosynthesis dataset with 1.9M reactions from patents (1976-2016) (1) Given the product [C:16]([O:15][C:13]([NH:12][C:4]1[S:3][C:2]([C:26]2[C:25]([F:36])=[CH:24][C:23]([CH:37]3[CH2:38][CH2:39][O:40][CH2:41][CH2:42]3)=[CH:22][C:21]=2[F:20])=[N:6][C:5]=1[C:7]([O:9][CH2:10][CH3:11])=[O:8])=[O:14])([CH3:19])([CH3:18])[CH3:17], predict the reactants needed to synthesize it. The reactants are: Br[C:2]1[S:3][C:4]([NH:12][C:13]([O:15][C:16]([CH3:19])([CH3:18])[CH3:17])=[O:14])=[C:5]([C:7]([O:9][CH2:10][CH3:11])=[O:8])[N:6]=1.[F:20][C:21]1[CH:22]=[C:23]([C:37]2(O)[CH2:42][CH2:41][O:40][CH2:39][CH2:38]2)[CH:24]=[C:25]([F:36])[C:26]=1B1OC(C)(C)C(C)(C)O1. (2) Given the product [C:1]1([C@@H:7]([NH:10][C:11](=[O:24])[C:12]2[CH:17]=[C:16]([N+:18]([O-:20])=[O:19])[CH:15]=[C:14]([N+:21]([O-:23])=[O:22])[CH:13]=2)[CH2:8][CH2:9][Si:26]([Cl:27])([CH3:28])[CH3:25])[CH:2]=[CH:3][CH:4]=[CH:5][CH:6]=1, predict the reactants needed to synthesize it. The reactants are: [C:1]1([C@@H:7]([NH:10][C:11](=[O:24])[C:12]2[CH:17]=[C:16]([N+:18]([O-:20])=[O:19])[CH:15]=[C:14]([N+:21]([O-:23])=[O:22])[CH:13]=2)[CH:8]=[CH2:9])[CH:6]=[CH:5][CH:4]=[CH:3][CH:2]=1.[CH3:25][SiH:26]([CH3:28])[Cl:27]. (3) Given the product [ClH:35].[C:27]([C:29]1[CH:37]=[CH:36][C:32]([C:33]([N:19]([CH2:18][C@H:17]([N:14]2[CH2:15][CH2:16][N:11]([C:10]3[C:5]4[O:4][CH2:3][CH2:2][O:1][C:6]=4[CH:7]=[CH:8][CH:9]=3)[CH2:12][CH2:13]2)[CH3:26])[C:20]2[CH:25]=[CH:24][CH:23]=[CH:22][N:21]=2)=[O:34])=[CH:31][CH:30]=1)#[N:28], predict the reactants needed to synthesize it. The reactants are: [O:1]1[C:6]2[CH:7]=[CH:8][CH:9]=[C:10]([N:11]3[CH2:16][CH2:15][N:14]([C@H:17]([CH3:26])[CH2:18][NH:19][C:20]4[CH:25]=[CH:24][CH:23]=[CH:22][N:21]=4)[CH2:13][CH2:12]3)[C:5]=2[O:4][CH2:3][CH2:2]1.[C:27]([C:29]1[CH:37]=[CH:36][C:32]([C:33]([Cl:35])=[O:34])=[CH:31][CH:30]=1)#[N:28]. (4) Given the product [CH2:1]([O:8][C:9]1[CH:14]=[CH:13][C:12]([Br:15])=[CH:11][C:10]=1[CH:16]([OH:18])[CH3:17])[C:2]1[CH:3]=[CH:4][CH:5]=[CH:6][CH:7]=1, predict the reactants needed to synthesize it. The reactants are: [CH2:1]([O:8][C:9]1[CH:14]=[CH:13][C:12]([Br:15])=[CH:11][C:10]=1[C:16](=[O:18])[CH3:17])[C:2]1[CH:7]=[CH:6][CH:5]=[CH:4][CH:3]=1.[BH4-].[Na+].